From a dataset of Catalyst prediction with 721,799 reactions and 888 catalyst types from USPTO. Predict which catalyst facilitates the given reaction. (1) Reactant: Br[C:2]1[CH:3]=[CH:4][C:5]2[N:6]([C:8]([C:11]([F:28])([F:27])[C:12]3[CH:13]=[CH:14][C:15]4[N:16]([CH:18]=[C:19]([NH:21][C:22]([CH:24]5[CH2:26][CH2:25]5)=[O:23])[N:20]=4)[N:17]=3)=[N:9][N:10]=2)[CH:7]=1.[CH3:29][N:30]1[CH:34]=[C:33](B2OC(C)(C)C(C)(C)O2)[CH:32]=[N:31]1.C(Cl)Cl.C([O-])([O-])=O.[Na+].[Na+]. Product: [F:27][C:11]([F:28])([C:8]1[N:6]2[CH:7]=[C:2]([C:33]3[CH:32]=[N:31][N:30]([CH3:29])[CH:34]=3)[CH:3]=[CH:4][C:5]2=[N:10][N:9]=1)[C:12]1[CH:13]=[CH:14][C:15]2[N:16]([CH:18]=[C:19]([NH:21][C:22]([CH:24]3[CH2:26][CH2:25]3)=[O:23])[N:20]=2)[N:17]=1. The catalyst class is: 75. (2) Reactant: Cl[C:2]1[CH:9]=[C:8]([O:10][CH:11]([C:13]2[S:17][C:16]([C:18]3[CH:23]=[CH:22][C:21]([C:24]([F:27])([F:26])[F:25])=[CH:20][CH:19]=3)=[N:15][C:14]=2[CH3:28])[CH3:12])[CH:7]=[CH:6][C:3]=1[C:4]#[N:5].[ClH:29].[NH2:30][OH:31].C(N(CC)CC)C.[O:39]1CCC[CH2:40]1. Product: [Cl:29][C:2]1[CH:9]=[C:8]([O:10][CH:11]([C:13]2[S:17][C:16]([C:18]3[CH:19]=[CH:20][C:21]([C:24]([F:26])([F:25])[F:27])=[CH:22][CH:23]=3)=[N:15][C:14]=2[CH3:28])[CH3:12])[CH:7]=[CH:6][C:3]=1[C:4]1[NH:5][C:40](=[O:39])[O:31][N:30]=1. The catalyst class is: 5. (3) Reactant: [CH2:1]([N:8]1[CH2:13][CH2:12][N:11]([C:14]([C:16]2[CH:20]=[C:19]([CH3:21])[N:18]([C:22]3[CH:27]=[CH:26][CH:25]=[CH:24][CH:23]=3)[C:17]=2[C:28]2[CH:33]=[CH:32][CH:31]=[CH:30][CH:29]=2)=[O:15])[CH:10]([CH2:34][CH2:35][OH:36])[CH2:9]1)[C:2]1[CH:7]=[CH:6][CH:5]=[CH:4][CH:3]=1.C(N(CC)CC)C.C(=O)(O)[O-].[Na+]. Product: [CH2:1]([N:8]1[CH2:13][CH2:12][N:11]([C:14]([C:16]2[CH:20]=[C:19]([CH3:21])[N:18]([C:22]3[CH:27]=[CH:26][CH:25]=[CH:24][CH:23]=3)[C:17]=2[C:28]2[CH:29]=[CH:30][CH:31]=[CH:32][CH:33]=2)=[O:15])[CH:10]([CH2:34][CH:35]=[O:36])[CH2:9]1)[C:2]1[CH:7]=[CH:6][CH:5]=[CH:4][CH:3]=1. The catalyst class is: 764. (4) Reactant: [I:1]I.[C:3]1([C:9]2[C:10]([N:18]3[CH2:23][CH2:22][N:21]([C:24]([O:26][C:27]([CH3:30])([CH3:29])[CH3:28])=[O:25])[CH2:20][CH2:19]3)=[C:11]3[CH:17]=[N:16][NH:15][C:12]3=[N:13][CH:14]=2)[CH:8]=[CH:7][CH:6]=[CH:5][CH:4]=1.[OH-].[K+].[O-]S([O-])=O.[Na+].[Na+]. Product: [I:1][C:17]1[C:11]2[C:12](=[N:13][CH:14]=[C:9]([C:3]3[CH:4]=[CH:5][CH:6]=[CH:7][CH:8]=3)[C:10]=2[N:18]2[CH2:19][CH2:20][N:21]([C:24]([O:26][C:27]([CH3:30])([CH3:29])[CH3:28])=[O:25])[CH2:22][CH2:23]2)[NH:15][N:16]=1. The catalyst class is: 215.